Dataset: Catalyst prediction with 721,799 reactions and 888 catalyst types from USPTO. Task: Predict which catalyst facilitates the given reaction. (1) Reactant: [CH3:1][O:2][C:3](=[O:20])[C:4]([CH3:19])([O:6][C:7]1[CH:12]=[CH:11][CH:10]=[C:9]([CH:13]2[CH2:18][CH2:17][CH2:16][NH:15][CH2:14]2)[CH:8]=1)[CH3:5].[C:21]([OH:30])(=[O:29])[C@@H:22]([C@H:24]([C:26]([OH:28])=[O:27])[OH:25])[OH:23]. Product: [C:26]([CH:24]([CH:22]([C:21]([OH:30])=[O:29])[OH:23])[OH:25])([OH:28])=[O:27].[CH3:1][O:2][C:3](=[O:20])[C:4]([CH3:5])([O:6][C:7]1[CH:12]=[CH:11][CH:10]=[C:9]([CH:13]2[CH2:18][CH2:17][CH2:16][NH:15][CH2:14]2)[CH:8]=1)[CH3:19]. The catalyst class is: 1. (2) Reactant: Br[CH2:2]/[CH:3]=[CH:4]/[CH2:5][N:6]1[C:10]2[CH:11]=[CH:12][CH:13]=[CH:14][C:9]=2[N:8]([C:15]2[CH:20]=[CH:19][C:18]([F:21])=[CH:17][C:16]=2[F:22])[S:7]1(=[O:24])=[O:23].[CH3:25][NH:26][CH3:27]. Product: [F:22][C:16]1[CH:17]=[C:18]([F:21])[CH:19]=[CH:20][C:15]=1[N:8]1[C:9]2[CH:14]=[CH:13][CH:12]=[CH:11][C:10]=2[N:6]([CH2:5]/[CH:4]=[CH:3]/[CH2:2][N:26]([CH3:27])[CH3:25])[S:7]1(=[O:24])=[O:23]. The catalyst class is: 8. (3) Reactant: [F:1][C:2]([F:21])([F:20])[C:3]([N:5]1[CH2:10][CH2:9][N:8]([C:11]2[CH:12]=[CH:13][CH:14]=[C:15]3[C:19]=2[NH:18][CH:17]=[CH:16]3)[CH2:7][CH2:6]1)=[O:4].[C:22](O[C:22](=[O:29])[C:23]1[CH:28]=[CH:27][CH:26]=[CH:25][CH:24]=1)(=[O:29])[C:23]1[CH:28]=[CH:27][CH:26]=[CH:25][CH:24]=1.[Al+3].[Cl-].[Cl-].[Cl-]. Product: [C:22]([C:16]1[C:15]2[C:19](=[C:11]([N:8]3[CH2:9][CH2:10][N:5]([C:3](=[O:4])[C:2]([F:1])([F:20])[F:21])[CH2:6][CH2:7]3)[CH:12]=[CH:13][CH:14]=2)[NH:18][CH:17]=1)(=[O:29])[C:23]1[CH:28]=[CH:27][CH:26]=[CH:25][CH:24]=1. The catalyst class is: 161. (4) Reactant: [CH3:1][N:2]1[CH:6]=[CH:5][C:4]([NH:7][C:8]([C:10]2[CH:21]=[C:20]([O:22]CC3C=CC=CC=3)[C:13]3[CH2:14][CH:15]([CH:17]([F:19])[F:18])[O:16][C:12]=3[CH:11]=2)=[O:9])=[N:3]1. Product: [CH3:1][N:2]1[CH:6]=[CH:5][C:4]([NH:7][C:8]([C:10]2[CH:21]=[C:20]([OH:22])[C:13]3[CH2:14][CH:15]([CH:17]([F:19])[F:18])[O:16][C:12]=3[CH:11]=2)=[O:9])=[N:3]1. The catalyst class is: 99. (5) Reactant: [CH3:1][C:2]1[CH:3]=[CH:4][C:5]([C:8]([OH:10])=O)=[CH:6][CH:7]=1.[CH3:11][O:12][C:13]([C:15]1[C:19]([NH2:20])=[CH:18][NH:17][N:16]=1)=[O:14].C(Cl)CCl.C1C=CC2N(O)N=NC=2C=1. Product: [CH3:11][O:12][C:13]([C:15]1[C:19]([NH:20][C:8](=[O:10])[C:5]2[CH:6]=[CH:7][C:2]([CH3:1])=[CH:3][CH:4]=2)=[CH:18][NH:17][N:16]=1)=[O:14]. The catalyst class is: 3. (6) The catalyst class is: 2. Product: [CH3:40][N:36]1[C:35]([C:31]2[CH:30]=[C:29]([C:27]3[CH2:26][C:25](=[O:41])[NH:24][C:9]4[CH:10]=[C:11]([C:20]([F:23])([F:22])[F:21])[C:12]([N:14]5[CH2:19][CH2:18][O:17][CH2:16][CH2:15]5)=[CH:13][C:8]=4[N:7]=3)[CH:34]=[CH:33][CH:32]=2)=[CH:39][CH:38]=[N:37]1. Reactant: C(OC(=O)[NH:7][C:8]1[CH:13]=[C:12]([N:14]2[CH2:19][CH2:18][O:17][CH2:16][CH2:15]2)[C:11]([C:20]([F:23])([F:22])[F:21])=[CH:10][C:9]=1[NH:24][C:25](=[O:41])[CH2:26][C:27]([C:29]1[CH:34]=[CH:33][CH:32]=[C:31]([C:35]2[N:36]([CH3:40])[N:37]=[CH:38][CH:39]=2)[CH:30]=1)=O)(C)(C)C.C(O)(C(F)(F)F)=O.